Dataset: Forward reaction prediction with 1.9M reactions from USPTO patents (1976-2016). Task: Predict the product of the given reaction. Given the reactants Cl.[NH2:2][CH2:3][C:4]1[CH:12]=[CH:11][CH:10]=[C:9]2[C:5]=1[C:6](=[O:22])[N:7]([CH:14]1[CH2:19][CH2:18][C:17](=[O:20])[NH:16][C:15]1=[O:21])[C:8]2=[O:13].N12CCCN=C1CCCCC2.ON1C2C=CC=CC=2N=N1.[CH3:44][C:45]1[S:46][C:47]([CH3:54])=[C:48]([CH2:50][C:51](O)=[O:52])[N:49]=1.Cl.CN(C)CCCN=C=NCC, predict the reaction product. The product is: [CH3:44][C:45]1[S:46][C:47]([CH3:54])=[C:48]([CH2:50][C:51]([NH:2][CH2:3][C:4]2[CH:12]=[CH:11][CH:10]=[C:9]3[C:5]=2[C:6](=[O:22])[N:7]([CH:14]2[CH2:19][CH2:18][C:17](=[O:20])[NH:16][C:15]2=[O:21])[C:8]3=[O:13])=[O:52])[N:49]=1.